Dataset: Full USPTO retrosynthesis dataset with 1.9M reactions from patents (1976-2016). Task: Predict the reactants needed to synthesize the given product. (1) Given the product [CH3:26][C:23]1[S:24][CH:25]=[C:21]([NH:20][C:4]([C:6]2[C:11]([NH:12][C:13]3[N:14]([CH3:18])[N:15]=[CH:16][CH:17]=3)=[CH:10][CH:9]=[C:8]([CH3:19])[N:7]=2)=[O:5])[N:22]=1, predict the reactants needed to synthesize it. The reactants are: C(O[C:4]([C:6]1[C:11]([NH:12][C:13]2[N:14]([CH3:18])[N:15]=[CH:16][CH:17]=2)=[CH:10][CH:9]=[C:8]([CH3:19])[N:7]=1)=[O:5])C.[NH2:20][C:21]1[N:22]=[C:23]([CH3:26])[S:24][CH:25]=1. (2) Given the product [CH3:15][O:14][C:11]1[CH:12]=[CH:13][C:8]([C:6]2[N:3]=[CH:1][O:2][CH:5]=2)=[CH:9][CH:10]=1, predict the reactants needed to synthesize it. The reactants are: [CH:1]([NH2:3])=[O:2].Br[CH2:5][C:6]([C:8]1[CH:13]=[CH:12][C:11]([O:14][CH3:15])=[CH:10][CH:9]=1)=O. (3) Given the product [N:5]1[C:14]2[C:9](=[CH:10][CH:11]=[CH:12][CH:13]=2)[CH:8]=[C:7]([C:15]2[CH:23]=[CH:22][CH:21]=[C:20]3[C:16]=2[CH:17]=[N:18][N:19]3[C:24]2[CH:31]=[CH:30][C:27]([C:28]([NH2:29])=[O:1])=[CH:26][CH:25]=2)[CH:6]=1, predict the reactants needed to synthesize it. The reactants are: [OH-:1].[Na+].OO.[N:5]1[C:14]2[C:9](=[CH:10][CH:11]=[CH:12][CH:13]=2)[CH:8]=[C:7]([C:15]2[CH:23]=[CH:22][CH:21]=[C:20]3[C:16]=2[CH:17]=[N:18][N:19]3[C:24]2[CH:31]=[CH:30][C:27]([C:28]#[N:29])=[CH:26][CH:25]=2)[CH:6]=1.O. (4) Given the product [Cl:1][C:2]1[CH:3]=[CH:4][C:5]([C:41]#[N:42])=[C:6]([C:8]2[C:13]([O:14][CH3:15])=[CH:12][N:11]([CH:16]([CH2:31][C@H:32]3[CH2:33][CH2:34][C@H:35]([O:38][CH3:39])[CH2:36][CH2:37]3)[C:17]([NH:19][C:20]3[CH:30]=[CH:29][C:23]([C:24]([OH:26])=[O:25])=[CH:22][CH:21]=3)=[O:18])[C:10](=[O:40])[CH:9]=2)[CH:7]=1, predict the reactants needed to synthesize it. The reactants are: [Cl:1][C:2]1[CH:3]=[CH:4][C:5]([C:41]#[N:42])=[C:6]([C:8]2[C:13]([O:14][CH3:15])=[CH:12][N:11]([CH:16]([CH2:31][C@H:32]3[CH2:37][CH2:36][C@H:35]([O:38][CH3:39])[CH2:34][CH2:33]3)[C:17]([NH:19][C:20]3[CH:30]=[CH:29][C:23]([C:24]([O:26]CC)=[O:25])=[CH:22][CH:21]=3)=[O:18])[C:10](=[O:40])[CH:9]=2)[CH:7]=1.C(=O)([O-])[O-].[Cs+].[Cs+].Cl. (5) Given the product [N:11]1([C:8]2[CH:7]=[C:3]3[C:4]([O:6][C:19](=[O:18])[NH:1][C:2]3=[CH:10][CH:9]=2)=[O:5])[CH2:12][CH2:13][O:14][CH2:15][CH2:16]1, predict the reactants needed to synthesize it. The reactants are: [NH2:1][C:2]1[CH:10]=[CH:9][C:8]([N:11]2[CH2:16][CH2:15][O:14][CH2:13][CH2:12]2)=[CH:7][C:3]=1[C:4]([OH:6])=[O:5].O.[O:18]=[C:19](Cl)OC(Cl)(Cl)Cl.